From a dataset of Experimental lipophilicity measurements (octanol/water distribution) for 4,200 compounds from AstraZeneca. Regression/Classification. Given a drug SMILES string, predict its absorption, distribution, metabolism, or excretion properties. Task type varies by dataset: regression for continuous measurements (e.g., permeability, clearance, half-life) or binary classification for categorical outcomes (e.g., BBB penetration, CYP inhibition). For this dataset (lipophilicity_astrazeneca), we predict Y. (1) The molecule is CCOC(=O)C(CCc1ccccc1)NC1CCc2ccccc2N(CC(=O)O)C1=O. The Y is -0.200 logD. (2) The compound is C#CCN(c1cc(Nc2ccc(OCC(O)CN(C)C)cc2)ncn1)c1cc(Cl)ccc1Cl. The Y is 2.80 logD. (3) The compound is Oc1ncnc2scc(-c3ccsc3)c12. The Y is 2.25 logD. (4) The molecule is O=C1COc2ccc(CNC3CCN(CCN4C(=O)COc5ccc(O)cc54)CC3)nc2N1. The Y is 0.520 logD. (5) The molecule is CCC(c1nc2ccsc2c(=O)n1Cc1ccc(C)cc1)N(CCCN)C(=O)c1ccc(C)cc1. The Y is 1.69 logD. (6) The molecule is Cn1sc(NC(=O)c2ccccc2)nc1=O. The Y is 1.13 logD.